From a dataset of Full USPTO retrosynthesis dataset with 1.9M reactions from patents (1976-2016). Predict the reactants needed to synthesize the given product. Given the product [C:21]([C:7]1[C:8]2[S:12][C:11]([NH:13][C:14]([CH:16]3[CH2:18][CH2:17]3)=[O:15])=[N:10][C:9]=2[CH:19]=[CH:20][C:6]=1[O:5][C:4]1[CH:23]=[CH:24][CH:25]=[C:2]([NH:1][C:35](=[O:36])[CH2:34][C:30]2[CH:31]=[CH:32][CH:33]=[C:28]([C:27]([F:38])([F:26])[F:39])[CH:29]=2)[CH:3]=1)#[N:22], predict the reactants needed to synthesize it. The reactants are: [NH2:1][C:2]1[CH:3]=[C:4]([CH:23]=[CH:24][CH:25]=1)[O:5][C:6]1[CH:20]=[CH:19][C:9]2[N:10]=[C:11]([NH:13][C:14]([CH:16]3[CH2:18][CH2:17]3)=[O:15])[S:12][C:8]=2[C:7]=1[C:21]#[N:22].[F:26][C:27]([F:39])([F:38])[C:28]1[CH:29]=[C:30]([CH2:34][C:35](O)=[O:36])[CH:31]=[CH:32][CH:33]=1.CN(C(ON1N=NC2C=CC=NC1=2)=[N+](C)C)C.F[P-](F)(F)(F)(F)F.N1C=CC=CC=1.